Predict the product of the given reaction. From a dataset of Forward reaction prediction with 1.9M reactions from USPTO patents (1976-2016). (1) Given the reactants [CH2:1]([NH:3][C:4]([C:6]1[CH:11]=[CH:10][C:9]([N:12]2[C:16]([CH2:17][O:18][C:19]3[CH:24]=[CH:23][CH:22]=[C:21]([F:25])[CH:20]=3)=[C:15]([C:26]([NH:28][CH2:29][CH2:30][OH:31])=[O:27])[N:14]=[N:13]2)=[CH:8][CH:7]=1)=[O:5])[CH3:2].[C:32](Cl)(=[O:36])[O:33][CH2:34][CH3:35].N1C=CC=CC=1.O, predict the reaction product. The product is: [C:32](=[O:36])([O:33][CH2:34][CH3:35])[O:31][CH2:30][CH2:29][NH:28][C:26]([C:15]1[N:14]=[N:13][N:12]([C:9]2[CH:8]=[CH:7][C:6]([C:4]([NH:3][CH2:1][CH3:2])=[O:5])=[CH:11][CH:10]=2)[C:16]=1[CH2:17][O:18][C:19]1[CH:24]=[CH:23][CH:22]=[C:21]([F:25])[CH:20]=1)=[O:27]. (2) Given the reactants [CH3:1][N:2]([CH3:43])[CH2:3][CH2:4][NH:5][C:6]([C:8]1[C:17]2[N:16]=[C:15]3[C:18]([CH3:22])=[CH:19][CH:20]=[CH:21][C:14]3=[CH:13][C:12]=2[C:11](=[O:23])[N:10]([CH2:24][CH2:25][C:26]2[C:34]3[C:29](=[CH:30][CH:31]=[CH:32][CH:33]=3)[N:28](C(NCCN(C)C)=O)[CH:27]=2)[CH:9]=1)=[O:7].[OH-].[Na+], predict the reaction product. The product is: [CH3:43][N:2]([CH3:1])[CH2:3][CH2:4][NH:5][C:6]([C:8]1[C:17]2[N:16]=[C:15]3[C:18]([CH3:22])=[CH:19][CH:20]=[CH:21][C:14]3=[CH:13][C:12]=2[C:11](=[O:23])[N:10]([CH2:24][CH2:25][C:26]2[C:34]3[C:29](=[CH:30][CH:31]=[CH:32][CH:33]=3)[NH:28][CH:27]=2)[CH:9]=1)=[O:7]. (3) Given the reactants [CH3:1][C:2](=[CH2:8])[CH2:3][NH:4][C:5]([NH2:7])=[O:6].[C:9]([CH2:11][C:12](O)=[O:13])#[N:10], predict the reaction product. The product is: [NH2:10][C:9]1[N:4]([CH2:3][C:2]([CH3:1])=[CH2:8])[C:5](=[O:6])[NH:7][C:12](=[O:13])[CH:11]=1. (4) Given the reactants [CH:1]([NH:4][C:5]1[CH:10]=[C:9]([N:11]2[CH2:17][CH:16]3[O:18][CH:13]([CH2:14][CH2:15]3)[CH2:12]2)[N:8]=[C:7]([C:19]2[CH:24]=[CH:23][C:22]([N+:25]([O-])=O)=[CH:21][CH:20]=2)[N:6]=1)([CH3:3])[CH3:2], predict the reaction product. The product is: [NH2:25][C:22]1[CH:21]=[CH:20][C:19]([C:7]2[N:6]=[C:5]([NH:4][CH:1]([CH3:3])[CH3:2])[CH:10]=[C:9]([N:11]3[CH2:12][CH:13]4[O:18][CH:16]([CH2:15][CH2:14]4)[CH2:17]3)[N:8]=2)=[CH:24][CH:23]=1. (5) The product is: [CH2:10]([N:12]([CH2:16][CH3:17])[C:13](=[S:14])[O:9][C:4]1[CH:3]=[C:2]([Br:1])[CH:7]=[C:6]([Br:8])[CH:5]=1)[CH3:11]. Given the reactants [Br:1][C:2]1[CH:3]=[C:4]([OH:9])[CH:5]=[C:6]([Br:8])[CH:7]=1.[CH2:10]([N:12]([CH2:16][CH3:17])[C:13](Cl)=[S:14])[CH3:11].[H-].[Na+], predict the reaction product. (6) Given the reactants [Cl:1][C:2]1[CH:3]=[C:4]([C:9]2[N:14]=[CH:13][N:12]=[C:11](Cl)[C:10]=2[C:16]#[N:17])[CH:5]=[CH:6][C:7]=1[Cl:8].[SH:18][CH2:19][C:20]([NH2:22])=[O:21].C(N(C(C)C)CC)(C)C, predict the reaction product. The product is: [Cl:1][C:2]1[CH:3]=[C:4]([C:9]2[N:14]=[CH:13][N:12]=[C:11]([S:18][CH2:19][C:20]([NH2:22])=[O:21])[C:10]=2[C:16]#[N:17])[CH:5]=[CH:6][C:7]=1[Cl:8]. (7) Given the reactants [CH:1]1([NH:4][C:5]2[N:10]3[N:11]=[CH:12][C:13]([CH:14]=O)=[C:9]3[N:8]=[C:7]([C:16]3[S:20][C:19]([C:21]([NH:23][CH2:24][CH2:25][CH2:26][O:27][CH3:28])=[O:22])=[CH:18][CH:17]=3)[CH:6]=2)[CH2:3][CH2:2]1.N1CCCCC1.[NH:35]1[CH2:41][C:39](=[O:40])[NH:38][C:36]1=[O:37], predict the reaction product. The product is: [CH:1]1([NH:4][C:5]2[N:10]3[N:11]=[CH:12][C:13]([CH:14]=[C:41]4[C:39](=[O:40])[NH:38][C:36](=[O:37])[NH:35]4)=[C:9]3[N:8]=[C:7]([C:16]3[S:20][C:19]([C:21]([NH:23][CH2:24][CH2:25][CH2:26][O:27][CH3:28])=[O:22])=[CH:18][CH:17]=3)[CH:6]=2)[CH2:3][CH2:2]1. (8) Given the reactants [CH3:1][O:2][C:3]1[CH:10]=[CH:9][CH:8]=[C:7]([O:11][CH3:12])[C:4]=1[CH:5]=[O:6].[C-:13]#[N:14].[K+].[CH3:16][C:17]([Si:20](Cl)([CH3:22])[CH3:21])([CH3:19])[CH3:18], predict the reaction product. The product is: [C:17]([Si:20]([CH3:22])([CH3:21])[O:6][CH:5]([C:4]1[C:7]([O:11][CH3:12])=[CH:8][CH:9]=[CH:10][C:3]=1[O:2][CH3:1])[C:13]#[N:14])([CH3:19])([CH3:18])[CH3:16]. (9) Given the reactants [Cl:1][C:2]1[CH:23]=[CH:22][C:5]([C:6]([C:8]2[N:12]([CH3:13])[C:11]([CH2:14][C:15]([O:17]CC)=[O:16])=[CH:10][C:9]=2[CH2:20][CH3:21])=[O:7])=[CH:4][CH:3]=1.[OH-].[Na+], predict the reaction product. The product is: [Cl:1][C:2]1[CH:23]=[CH:22][C:5]([C:6]([C:8]2[N:12]([CH3:13])[C:11]([CH2:14][C:15]([OH:17])=[O:16])=[CH:10][C:9]=2[CH2:20][CH3:21])=[O:7])=[CH:4][CH:3]=1.